Dataset: Peptide-MHC class I binding affinity with 185,985 pairs from IEDB/IMGT. Task: Regression. Given a peptide amino acid sequence and an MHC pseudo amino acid sequence, predict their binding affinity value. This is MHC class I binding data. (1) The peptide sequence is TAIAKCNLDH. The MHC is HLA-A03:01 with pseudo-sequence HLA-A03:01. The binding affinity (normalized) is 0. (2) The peptide sequence is ALSGVFCGV. The MHC is HLA-A02:01 with pseudo-sequence HLA-A02:01. The binding affinity (normalized) is 0.764. (3) The peptide sequence is HPKKVKQAF. The MHC is HLA-B15:01 with pseudo-sequence HLA-B15:01. The binding affinity (normalized) is 0.213. (4) The MHC is HLA-B39:01 with pseudo-sequence HLA-B39:01. The binding affinity (normalized) is 0.0847. The peptide sequence is KLHCTERSL. (5) The peptide sequence is KPRSQMETDF. The MHC is HLA-B07:02 with pseudo-sequence HLA-B07:02. The binding affinity (normalized) is 0.596. (6) The peptide sequence is ITYKCPLLR. The MHC is HLA-A33:01 with pseudo-sequence HLA-A33:01. The binding affinity (normalized) is 0.510.